From a dataset of Reaction yield outcomes from USPTO patents with 853,638 reactions. Predict the reaction yield, written as a fraction of the theoretical maximum amount of product (1.0 means a 100% yield; for example, 0.34 means a 34% yield). (1) The reactants are [CH2:1]([N:4]([CH2:15][C:16]([CH3:18])=[CH2:17])[C:5](=[O:14])[O:6][CH2:7][C:8]1[CH:13]=[CH:12][CH:11]=[CH:10][CH:9]=1)C=C. The catalyst is ClCCl.Cl[Ru](=CC1C=CC=CC=1)([P](C1CCCCC1)(C1CCCCC1)C1CCCCC1)([P](C1CCCCC1)(C1CCCCC1)C1CCCCC1)Cl. The product is [CH3:18][C:16]1[CH2:15][N:4]([C:5]([O:6][CH2:7][C:8]2[CH:9]=[CH:10][CH:11]=[CH:12][CH:13]=2)=[O:14])[CH2:1][CH:17]=1. The yield is 0.910. (2) The reactants are [CH3:1][N:2]([CH3:6])[CH2:3][CH2:4][OH:5].[H-].[Na+].C(N=[CH:14][C:15]1[CH:16]=[C:17]2[C:22](=[CH:23][CH:24]=1)[N:21]=[CH:20][CH:19]=[C:18]2Cl)CCC.CN(C)C=[O:29]. The catalyst is [Cl-].[NH4+]. The product is [CH3:1][N:2]([CH3:6])[CH2:3][CH2:4][O:5][C:18]1[C:17]2[C:22](=[CH:23][CH:24]=[C:15]([CH:14]=[O:29])[CH:16]=2)[N:21]=[CH:20][CH:19]=1. The yield is 0.113. (3) The reactants are [C:1]([O:5][C:6]([N:8]1[CH2:16][C:15]2[C:10](=[CH:11][CH:12]=[C:13](Br)[CH:14]=2)[CH2:9]1)=[O:7])([CH3:4])([CH3:3])[CH3:2].C(P(C(C)(C)C)C1C=CC=CC=1C1C=CC=CC=1)(C)(C)C.CC(C)([O-])C.[Na+].[CH3:45][N:46]1[CH2:51][CH2:50][NH:49][CH2:48][CH2:47]1. The catalyst is CCOCC.C1C=CC(/C=C/C(/C=C/C2C=CC=CC=2)=O)=CC=1.C1C=CC(/C=C/C(/C=C/C2C=CC=CC=2)=O)=CC=1.C1C=CC(/C=C/C(/C=C/C2C=CC=CC=2)=O)=CC=1.[Pd].[Pd].C1(C)C=CC=CC=1. The product is [C:1]([O:5][C:6]([N:8]1[CH2:16][C:15]2[C:10](=[CH:11][CH:12]=[C:13]([N:49]3[CH2:50][CH2:51][N:46]([CH3:45])[CH2:47][CH2:48]3)[CH:14]=2)[CH2:9]1)=[O:7])([CH3:4])([CH3:3])[CH3:2]. The yield is 0.460. (4) The reactants are Cl[C:2]1[N:7]=[C:6]([C:8]2[CH:13]=[CH:12][CH:11]=[CH:10][CH:9]=2)[CH:5]=[CH:4][N:3]=1.[NH2:14][C:15]1[CH:20]=[CH:19][C:18]([CH2:21][C:22]([OH:24])=[O:23])=[CH:17][CH:16]=1.C(N(C(C)C)CC)(C)C.C1COCC1. The catalyst is CCOCC.O. The product is [C:8]1([C:6]2[CH:5]=[CH:4][N:3]=[C:2]([NH:14][C:15]3[CH:16]=[CH:17][C:18]([CH2:21][C:22]([OH:24])=[O:23])=[CH:19][CH:20]=3)[N:7]=2)[CH:13]=[CH:12][CH:11]=[CH:10][CH:9]=1. The yield is 0.770.